Dataset: Full USPTO retrosynthesis dataset with 1.9M reactions from patents (1976-2016). Task: Predict the reactants needed to synthesize the given product. (1) Given the product [CH3:17][C:16]1[NH:18][C:8](=[O:7])[C:10]2[NH:11][C:12]([CH3:19])=[CH:13][C:14]=2[N:15]=1, predict the reactants needed to synthesize it. The reactants are: CCO.Cl.C([O:7][C:8]([C:10]1[NH:11][C:12]([CH3:19])=[CH:13][C:14]=1[NH:15][C:16](=[NH:18])[CH3:17])=O)C.[OH-].[Na+].C(O)(=O)CC(CC(O)=O)(C(O)=O)O. (2) Given the product [O:8]1[C:12]2[CH:13]=[CH:14][CH:15]=[CH:16][C:11]=2[CH:10]=[C:9]1[C:17]([NH:19][C:20]1[S:21][CH:22]=[C:23]([C:32]2[N:36]([CH:37]([F:38])[F:39])[C:35]3[CH:40]=[CH:41][CH:42]=[CH:43][C:34]=3[N:33]=2)[C:24]=1[C:25]([OH:27])=[O:26])=[O:18], predict the reactants needed to synthesize it. The reactants are: FC(F)(F)C(O)=O.[O:8]1[C:12]2[CH:13]=[CH:14][CH:15]=[CH:16][C:11]=2[CH:10]=[C:9]1[C:17]([NH:19][C:20]1[S:21][CH:22]=[C:23]([C:32]2[N:36]([CH:37]([F:39])[F:38])[C:35]3[CH:40]=[CH:41][CH:42]=[CH:43][C:34]=3[N:33]=2)[C:24]=1[C:25]([O:27]C(C)(C)C)=[O:26])=[O:18]. (3) Given the product [F:27][C:20]1[CH:19]=[C:18]([CH:28]([NH:30][C:31]([C:33]2[N:34]=[C:35]([C:5]3[CH:6]=[CH:7][C:2]([F:1])=[C:3]([C:11]([F:14])([F:13])[F:12])[CH:4]=3)[O:36][CH:37]=2)=[O:32])[CH3:29])[CH:17]=[C:16]([F:15])[C:21]=1[NH:22][S:23]([CH3:26])(=[O:25])=[O:24], predict the reactants needed to synthesize it. The reactants are: [F:1][C:2]1[CH:7]=[CH:6][C:5](B(O)O)=[CH:4][C:3]=1[C:11]([F:14])([F:13])[F:12].[F:15][C:16]1[CH:17]=[C:18]([CH:28]([NH:30][C:31]([C:33]2[N:34]=[C:35](Cl)[O:36][CH:37]=2)=[O:32])[CH3:29])[CH:19]=[C:20]([F:27])[C:21]=1[NH:22][S:23]([CH3:26])(=[O:25])=[O:24].C([O-])([O-])=O.[Cs+].[Cs+]. (4) Given the product [Cl:45][C:42]1[CH:43]=[CH:44][C:39]([CH2:38][N:14]2[C:15]3[C:16](=[O:17])[N:8]([CH2:7][C:6]4[CH:5]=[CH:4][C:3]([O:2][CH3:1])=[CH:36][CH:35]=4)[C:9](=[O:34])[N:10]([CH3:33])[C:11]=3[N:12]=[C:13]2[CH2:18][CH2:19][CH2:20][O:21][C:22]2[CH:27]=[CH:26][CH:25]=[C:24]([O:28][C:29]([F:31])([F:32])[F:30])[CH:23]=2)=[CH:40][CH:41]=1, predict the reactants needed to synthesize it. The reactants are: [CH3:1][O:2][C:3]1[CH:36]=[CH:35][C:6]([CH2:7][N:8]2[C:16](=[O:17])[C:15]3[NH:14][C:13]([CH2:18][CH2:19][CH2:20][O:21][C:22]4[CH:27]=[CH:26][CH:25]=[C:24]([O:28][C:29]([F:32])([F:31])[F:30])[CH:23]=4)=[N:12][C:11]=3[N:10]([CH3:33])[C:9]2=[O:34])=[CH:5][CH:4]=1.Br[CH2:38][C:39]1[CH:44]=[CH:43][C:42]([Cl:45])=[CH:41][CH:40]=1.C(=O)([O-])[O-].[K+].[K+]. (5) Given the product [Br:1][C:2]1[CH:7]=[CH:6][C:5]([CH:8]([C:20]2[CH:25]=[CH:24][CH:23]=[CH:22][C:21]=2[CH3:26])[CH2:9]/[C:10](/[C:12]2[CH:17]=[CH:16][N:15]([CH3:18])[C:14](=[O:19])[CH:13]=2)=[N:28]\[OH:29])=[CH:4][CH:3]=1, predict the reactants needed to synthesize it. The reactants are: [Br:1][C:2]1[CH:7]=[CH:6][C:5]([CH:8]([C:20]2[CH:25]=[CH:24][CH:23]=[CH:22][C:21]=2[CH3:26])[CH2:9][C:10]([C:12]2[CH:17]=[CH:16][N:15]([CH3:18])[C:14](=[O:19])[CH:13]=2)=O)=[CH:4][CH:3]=1.Cl.[NH2:28][OH:29].C([O-])(O)=O.[Na+]. (6) Given the product [F:1][C:2]1[CH:11]=[C:10]2[C:5]([C:6]([O:16][CH3:19])=[CH:7][C:8](=[O:15])[N:9]2[CH2:12][CH:13]=[CH2:14])=[CH:4][CH:3]=1, predict the reactants needed to synthesize it. The reactants are: [F:1][C:2]1[CH:11]=[C:10]2[C:5]([C:6]([OH:16])=[CH:7][C:8](=[O:15])[N:9]2[CH2:12][CH:13]=[CH2:14])=[CH:4][CH:3]=1.[H-].[Na+].[CH3:19]I. (7) The reactants are: [CH3:1][C:2]([CH3:23])([CH3:22])[CH2:3][N:4]([CH2:13][C:14]1[CH:19]=[CH:18][C:17]([C:20]#[CH:21])=[CH:16][CH:15]=1)[C:5]1[CH:10]=[CH:9][N:8]=[C:7]([C:11]#[N:12])[N:6]=1. Given the product [CH3:1][C:2]([CH3:22])([CH3:23])[CH2:3][N:4]([CH2:13][C:14]1[CH:15]=[CH:16][C:17]([CH2:20][CH3:21])=[CH:18][CH:19]=1)[C:5]1[CH:10]=[CH:9][N:8]=[C:7]([C:11]#[N:12])[N:6]=1, predict the reactants needed to synthesize it. (8) Given the product [CH:1]1([C:4]2[N:13]=[C:12]([NH:14][CH2:15][CH2:16][CH2:37][NH:36][C:31]3[CH:32]=[CH:33][CH:34]=[CH:35][C:30]=3[O:29][CH3:28])[C:11]3[C:6](=[CH:7][C:8]([O:26][CH3:27])=[C:9]([O:24][CH3:25])[CH:10]=3)[N:5]=2)[CH2:3][CH2:2]1, predict the reactants needed to synthesize it. The reactants are: [CH:1]1([C:4]2[N:13]=[C:12]([NH:14][CH2:15][CH2:16]NC3C=CC=CC=3)[C:11]3[C:6](=[CH:7][C:8]([O:26][CH3:27])=[C:9]([O:24][CH3:25])[CH:10]=3)[N:5]=2)[CH2:3][CH2:2]1.[CH3:28][O:29][C:30]1[CH:35]=[CH:34][CH:33]=[CH:32][C:31]=1[NH:36][CH2:37]CCN.C1(NCCN)C=CC=CC=1.